From a dataset of Reaction yield outcomes from USPTO patents with 853,638 reactions. Predict the reaction yield, written as a fraction of the theoretical maximum amount of product (1.0 means a 100% yield; for example, 0.34 means a 34% yield). The reactants are [Cl:1][C:2]1[CH:3]=[C:4]2[C:8](=[CH:9][CH:10]=1)[N:7]([CH2:11][C:12]([O:14]CC)=[O:13])[C:6](=[O:17])[C:5]12[CH2:21][O:20][C:19]2[CH:22]=[C:23]3[C:27](=[CH:28][C:18]1=2)[CH2:26][CH2:25][O:24]3.O=C1C2(C3=CC4OCOC=4C=C3OC2)C2C(=CC=CC=2)N1CC(OCC)=O. No catalyst specified. The product is [Cl:1][C:2]1[CH:3]=[C:4]2[C:8](=[CH:9][CH:10]=1)[N:7]([CH2:11][C:12]([OH:14])=[O:13])[C:6](=[O:17])[C:5]12[CH2:21][O:20][C:19]2[CH:22]=[C:23]3[C:27](=[CH:28][C:18]1=2)[CH2:26][CH2:25][O:24]3. The yield is 0.980.